Dataset: Forward reaction prediction with 1.9M reactions from USPTO patents (1976-2016). Task: Predict the product of the given reaction. (1) The product is: [Cl:36]/[CH:20]=[C:19]1/[C:14](=[N:13]/[C:10]2[CH:11]=[CH:12][C:7]([Cl:6])=[CH:8][CH:9]=2)/[S:15][C:16](=[C:22]([CH3:24])[CH3:23])[CH2:17][CH2:18]/1. Given the reactants CN(C)C=O.[Cl:6][C:7]1[CH:12]=[CH:11][C:10]([NH:13][C:14]2[S:15][C:16](=[C:22]([CH3:24])[CH3:23])[CH2:17][CH2:18][C:19]=2[CH:20]=O)=[CH:9][CH:8]=1.C(N(CC)CC)C.CS([Cl:36])(=O)=O, predict the reaction product. (2) The product is: [Si:1]([O:8][CH2:9][CH:10]1[CH2:11][N:12]([C:17]([C:16]2[CH:20]=[C:21]([CH:22]=[CH:23][C:15]=2[F:14])[CH:24]=[O:25])=[O:18])[CH2:13]1)([C:4]([CH3:7])([CH3:6])[CH3:5])([CH3:3])[CH3:2]. Given the reactants [Si:1]([O:8][CH2:9][CH:10]1[CH2:13][NH:12][CH2:11]1)([C:4]([CH3:7])([CH3:6])[CH3:5])([CH3:3])[CH3:2].[F:14][C:15]1[CH:23]=[CH:22][C:21]([CH:24]=[O:25])=[CH:20][C:16]=1[C:17](O)=[O:18].F[P-](F)(F)(F)(F)F.N1(OC(N(C)C)=[N+](C)C)C2C=CC=CC=2N=N1.C(N(CC)C(C)C)(C)C, predict the reaction product. (3) Given the reactants C(OC(=O)[NH:10][C@@H:11]([CH:16]([CH3:18])[CH3:17])C(C#N)O)C1C=CC=CC=1.Cl.C1([O:27]C)C=CC=CC=1.[O:29]1[CH2:34][CH2:33][O:32]CC1, predict the reaction product. The product is: [NH2:10][CH:11]([CH:16]([CH3:18])[CH3:17])[C@H:33]([OH:32])[C:34]([OH:29])=[O:27]. (4) Given the reactants I[C:2]1[C:11]2[S:12][C:13]([CH3:16])=[C:14]([CH3:15])[C:10]=2[C:9]([C:17]2[CH:22]=[CH:21][C:20]([O:23]S(C)(=O)=O)=[CH:19][CH:18]=2)=[C:8]2[C:3]=1[CH:4]=[CH:5][CH:6]=[CH:7]2.[C:28]1([SH:34])[CH:33]=[CH:32][CH:31]=[CH:30][CH:29]=1.[OH-].[Na+].Cl, predict the reaction product. The product is: [CH3:16][C:13]1[S:12][C:11]2[C:2]([S:34][C:28]3[CH:33]=[CH:32][CH:31]=[CH:30][CH:29]=3)=[C:3]3[C:8](=[C:9]([C:17]4[CH:18]=[CH:19][C:20]([OH:23])=[CH:21][CH:22]=4)[C:10]=2[C:14]=1[CH3:15])[CH:7]=[CH:6][CH:5]=[CH:4]3. (5) Given the reactants [N:1]1[CH:6]=[CH:5][CH:4]=[CH:3][C:2]=1[CH2:7][O:8][C:9]1[CH:10]=[C:11]2[C:15](=[CH:16][CH:17]=1)[N:14]([CH2:18][C:19]1[CH:24]=[CH:23][C:22]([C:25]3[CH:26]=[CH:27][C:28]([O:31][CH3:32])=[N:29][CH:30]=3)=[CH:21][CH:20]=1)[C:13]([CH2:33][C:34]([CH3:39])([CH3:38])[C:35]([OH:37])=[O:36])=[C:12]2[S:40][C:41]([CH3:44])([CH3:43])[CH3:42].[Li+:45].[OH-].O, predict the reaction product. The product is: [N:1]1[CH:6]=[CH:5][CH:4]=[CH:3][C:2]=1[CH2:7][O:8][C:9]1[CH:10]=[C:11]2[C:15](=[CH:16][CH:17]=1)[N:14]([CH2:18][C:19]1[CH:20]=[CH:21][C:22]([C:25]3[CH:26]=[CH:27][C:28]([O:31][CH3:32])=[N:29][CH:30]=3)=[CH:23][CH:24]=1)[C:13]([CH2:33][C:34]([CH3:39])([CH3:38])[C:35]([O-:37])=[O:36])=[C:12]2[S:40][C:41]([CH3:44])([CH3:43])[CH3:42].[Li+:45]. (6) The product is: [C:1]([O:5][C:6](=[O:33])[C:7]1[CH:8]=[CH:9][C:10]([O:13][CH2:14][CH2:15][CH2:16][CH2:17][CH2:18][CH2:19][CH2:20][CH2:21][CH2:22][C:23](=[O:25])[NH:34][C@H:35]([C:41](=[O:42])[NH2:43])[CH2:36][CH2:37][C:38]([OH:40])=[O:39])=[CH:11][CH:12]=1)([CH3:2])([CH3:3])[CH3:4]. Given the reactants [C:1]([O:5][C:6](=[O:33])[C:7]1[CH:12]=[CH:11][C:10]([O:13][CH2:14][CH2:15][CH2:16][CH2:17][CH2:18][CH2:19][CH2:20][CH2:21][CH2:22][C:23]([O:25]N2C(=O)CCC2=O)=O)=[CH:9][CH:8]=1)([CH3:4])([CH3:3])[CH3:2].[NH2:34][C@H:35]([C:41]([NH2:43])=[O:42])[CH2:36][CH2:37][C:38](=[O:40])[OH:39], predict the reaction product. (7) Given the reactants [Cl:1][C:2]1[CH:10]=[C:9]2[C:5]([C:6]([CH2:18][C:19]3[CH:24]=[CH:23][CH:22]=[C:21]([Cl:25])[CH:20]=3)([N:12]3[CH2:17][CH2:16][NH:15][CH2:14][CH2:13]3)[C:7](=[O:11])[NH:8]2)=[CH:4][CH:3]=1.[C:26](Cl)(=[O:33])[C:27]1[CH:32]=[CH:31][CH:30]=[CH:29][CH:28]=1.CCN(C(C)C)C(C)C, predict the reaction product. The product is: [C:26]([N:15]1[CH2:16][CH2:17][N:12]([C:6]2([CH2:18][C:19]3[CH:24]=[CH:23][CH:22]=[C:21]([Cl:25])[CH:20]=3)[C:5]3[C:9](=[CH:10][C:2]([Cl:1])=[CH:3][CH:4]=3)[NH:8][C:7]2=[O:11])[CH2:13][CH2:14]1)(=[O:33])[C:27]1[CH:32]=[CH:31][CH:30]=[CH:29][CH:28]=1.